Dataset: Full USPTO retrosynthesis dataset with 1.9M reactions from patents (1976-2016). Task: Predict the reactants needed to synthesize the given product. Given the product [C:1]([O:5][C:6]([N:8]1[C@H:12]([CH2:13][C:14]2[CH:15]=[CH:16][C:17]([C:20]3[CH:21]=[CH:22][CH:23]=[CH:24][CH:25]=3)=[CH:18][CH:19]=2)[CH2:11][C:10](=[CH2:26])[C:9]1=[O:34])=[O:7])([CH3:4])([CH3:3])[CH3:2], predict the reactants needed to synthesize it. The reactants are: [C:1]([O:5][C:6]([N:8]1[C@H:12]([CH2:13][C:14]2[CH:19]=[CH:18][C:17]([C:20]3[CH:25]=[CH:24][CH:23]=[CH:22][CH:21]=3)=[CH:16][CH:15]=2)[CH2:11]/[C:10](=[CH:26]\N(C(C)C)C(C)C)/[C:9]1=[O:34])=[O:7])([CH3:4])([CH3:3])[CH3:2].C1COCC1.C(O[BH-](OC(=O)C)OC(=O)C)(=O)C.[Na+].